From a dataset of Forward reaction prediction with 1.9M reactions from USPTO patents (1976-2016). Predict the product of the given reaction. Given the reactants [C:1]([C:5]([NH:7][C:8]1[CH:13]=[CH:12][CH:11]=[C:10]([C:14]2[CH:19]=[CH:18][C:17]([CH:20]=[O:21])=[CH:16][C:15]=2[O:22][CH:23]([CH3:25])[CH3:24])[N:9]=1)=[O:6])([CH3:4])([CH3:3])[CH3:2].[I-].[CH3:27][S+](C)C.[OH-].[K+].C(#N)C, predict the reaction product. The product is: [C:1]([C:5]([NH:7][C:8]1[CH:13]=[CH:12][CH:11]=[C:10]([C:14]2[CH:19]=[CH:18][C:17]([CH:20]3[CH2:27][O:21]3)=[CH:16][C:15]=2[O:22][CH:23]([CH3:25])[CH3:24])[N:9]=1)=[O:6])([CH3:4])([CH3:2])[CH3:3].